Dataset: Forward reaction prediction with 1.9M reactions from USPTO patents (1976-2016). Task: Predict the product of the given reaction. Given the reactants [F:1][C:2]1[CH:7]=[CH:6][CH:5]=[CH:4][C:3]=1[C:8]1[N:12]([S:13]([C:16]2[CH:21]=[CH:20][CH:19]=[C:18]([O:22][CH2:23][C:24]3([C:27](=[O:30])[NH:28][CH3:29])[CH2:26][CH2:25]3)[CH:17]=2)(=[O:15])=[O:14])[CH:11]=[C:10]([CH2:31][N:32](C)[C:33](=O)OC(C)(C)C)[CH:9]=1.FC(F)(F)C(O)=O.C(=O)(O)[O-].[Na+], predict the reaction product. The product is: [F:1][C:2]1[CH:7]=[CH:6][CH:5]=[CH:4][C:3]=1[C:8]1[N:12]([S:13]([C:16]2[CH:17]=[C:18]([CH:19]=[CH:20][CH:21]=2)[O:22][CH2:23][C:24]2([C:27]([NH:28][CH3:29])=[O:30])[CH2:25][CH2:26]2)(=[O:15])=[O:14])[CH:11]=[C:10]([CH2:31][NH:32][CH3:33])[CH:9]=1.